From a dataset of Reaction yield outcomes from USPTO patents with 853,638 reactions. Predict the reaction yield, written as a fraction of the theoretical maximum amount of product (1.0 means a 100% yield; for example, 0.34 means a 34% yield). (1) The reactants are F[C:2]1[CH:3]=[C:4]2[C:9](=[CH:10][C:11]=1[N+:12]([O-:14])=[O:13])[NH:8][C:7](=[O:15])[N:6]([NH:16][S:17]([CH3:20])(=[O:19])=[O:18])[C:5]2=[O:21].[NH2:22][CH2:23][CH2:24][OH:25]. No catalyst specified. The product is [OH:25][CH2:24][CH2:23][NH:22][C:2]1[CH:3]=[C:4]2[C:9](=[CH:10][C:11]=1[N+:12]([O-:14])=[O:13])[NH:8][C:7](=[O:15])[N:6]([NH:16][S:17]([CH3:20])(=[O:19])=[O:18])[C:5]2=[O:21]. The yield is 0.590. (2) The reactants are [CH3:1][O:2][C:3]1[CH:4]=[C:5](CS([O-])(=O)=O)[CH:6]=[C:7]([O:11][CH3:12])[C:8]=1[O:9][CH3:10].[F:18][C:19]1[CH:25]=[CH:24][C:22]([NH2:23])=[CH:21][CH:20]=1.C([O-])([O-])=O.[K+].[K+]. The catalyst is CC(O)(C)C. The product is [F:18][C:19]1[CH:25]=[CH:24][C:22]([NH:23][C:5]2[CH:6]=[C:7]([O:11][CH3:12])[C:8]([O:9][CH3:10])=[C:3]([O:2][CH3:1])[CH:4]=2)=[CH:21][CH:20]=1. The yield is 0.870. (3) The reactants are C(OC([N:8]1[CH2:12][CH2:11][CH:10]([C:13](=[O:29])[NH:14][C:15]2[CH:16]=[C:17]3[C:27](=[O:28])[NH:26][N:25]=[CH:24][C:19]4=[CH:20][NH:21][C:22]([CH:23]=2)=[C:18]34)[CH:9]1[C:30]1[CH:35]=[CH:34][CH:33]=[CH:32][CH:31]=1)=O)(C)(C)C.C(OC(N1CCC(C(O)=O)C1C1C=CC=CC=1)=O)(C)(C)C.C(N(CC)CC)C.F[P-](F)(F)(F)(F)F. The catalyst is CN(C)C=O. The product is [O:28]=[C:27]1[C:17]2[C:18]3[C:19](=[CH:20][NH:21][C:22]=3[CH:23]=[C:15]([NH:14][C:13]([C@@H:10]3[CH2:11][CH2:12][NH:8][C@H:9]3[C:30]3[CH:35]=[CH:34][CH:33]=[CH:32][CH:31]=3)=[O:29])[CH:16]=2)[CH:24]=[N:25][NH:26]1. The yield is 0.680. (4) The reactants are [CH3:1][O:2][C:3]1[CH:4]=[CH:5][C:6]2[CH2:7][C@@H:8]3[O:10][C@@H:9]3[C:11]=2[CH:12]=1.[NH:13]1[CH2:18][CH2:17][CH2:16][C@@H:15]([NH:19][C:20](=[O:26])[O:21][C:22]([CH3:25])([CH3:24])[CH3:23])[CH2:14]1. No catalyst specified. The product is [OH:10][C@H:8]1[CH2:7][C:6]2[C:11](=[CH:12][C:3]([O:2][CH3:1])=[CH:4][CH:5]=2)[C@@H:9]1[N:13]1[CH2:18][CH2:17][CH2:16][C@@H:15]([NH:19][C:20](=[O:26])[O:21][C:22]([CH3:24])([CH3:23])[CH3:25])[CH2:14]1. The yield is 0.850. (5) The reactants are [Cl-].O[NH3+:3].[C:4](=[O:7])([O-])[OH:5].[Na+].CS(C)=O.[CH3:13][C:14]1([CH3:49])[CH2:18][C:17]2[CH:19]=[C:20]([C:23]3[C:28](=[O:29])[N:27]([CH2:30][C:31]4[CH:36]=[CH:35][C:34]([C:37]5[C:38]([C:43]#[N:44])=[CH:39][CH:40]=[CH:41][CH:42]=5)=[CH:33][CH:32]=4)[C:26]([CH2:45][CH2:46][CH3:47])=[N:25][C:24]=3[CH3:48])[CH:21]=[CH:22][C:16]=2[O:15]1. The catalyst is O. The product is [CH3:13][C:14]1([CH3:49])[CH2:18][C:17]2[CH:19]=[C:20]([C:23]3[C:28](=[O:29])[N:27]([CH2:30][C:31]4[CH:36]=[CH:35][C:34]([C:37]5[CH:42]=[CH:41][CH:40]=[CH:39][C:38]=5[C:43]5[NH:3][C:4](=[O:7])[O:5][N:44]=5)=[CH:33][CH:32]=4)[C:26]([CH2:45][CH2:46][CH3:47])=[N:25][C:24]=3[CH3:48])[CH:21]=[CH:22][C:16]=2[O:15]1. The yield is 0.160. (6) The reactants are [NH2:1][C:2]1[C:3]([C:14]([O:16]C)=[O:15])=[N:4][C:5]([C:8]2[CH:13]=[CH:12][CH:11]=[CH:10][CH:9]=2)=[CH:6][N:7]=1.[OH-].[Na+].Cl. The catalyst is CO. The product is [NH2:1][C:2]1[C:3]([C:14]([OH:16])=[O:15])=[N:4][C:5]([C:8]2[CH:13]=[CH:12][CH:11]=[CH:10][CH:9]=2)=[CH:6][N:7]=1. The yield is 0.520. (7) The reactants are [Br:1][C:2]1[CH:7]=[CH:6][C:5]([CH:8]([C:17]2[CH:22]=CC=[C:19](OC)[CH:18]=2)[CH2:9][N:10]2[C:14](=O)[CH2:13][CH2:12][C:11]2=O)=[CH:4][CH:3]=1.[C:25](Cl)(=O)[CH3:26].[CH3:29][CH2:30][O:31][C:32]([CH3:34])=O. No catalyst specified. The product is [Br:1][C:2]1[CH:3]=[CH:4][C:5]([C@H:8]2[C:17]3[C:18](=[CH:19][CH:34]=[C:32]([O:31][CH2:30][CH2:29][CH2:11][N:10]4[CH2:26][CH2:25][CH2:5][CH2:8][CH2:9]4)[CH:22]=3)[C@H:14]3[CH2:13][CH2:12][CH2:11][N:10]3[CH2:9]2)=[CH:6][CH:7]=1. The yield is 0.750.